Task: Regression. Given a peptide amino acid sequence and an MHC pseudo amino acid sequence, predict their binding affinity value. This is MHC class I binding data.. Dataset: Peptide-MHC class I binding affinity with 185,985 pairs from IEDB/IMGT (1) The peptide sequence is GSRAIWFMW. The MHC is HLA-B57:01 with pseudo-sequence HLA-B57:01. The binding affinity (normalized) is 0.664. (2) The peptide sequence is FLAPDTRAV. The MHC is HLA-A02:03 with pseudo-sequence HLA-A02:03. The binding affinity (normalized) is 0.779. (3) The peptide sequence is ISKKAKGWF. The MHC is HLA-A24:02 with pseudo-sequence HLA-A24:02. The binding affinity (normalized) is 0. (4) The peptide sequence is LLYMTSATI. The MHC is HLA-A02:01 with pseudo-sequence HLA-A02:01. The binding affinity (normalized) is 0.485. (5) The peptide sequence is QQRPFIQPSL. The MHC is HLA-B08:01 with pseudo-sequence HLA-B08:01. The binding affinity (normalized) is 0.344. (6) The binding affinity (normalized) is 0.0250. The peptide sequence is TAGNKVDVDI. The MHC is HLA-A02:06 with pseudo-sequence HLA-A02:06.